Dataset: Forward reaction prediction with 1.9M reactions from USPTO patents (1976-2016). Task: Predict the product of the given reaction. (1) Given the reactants Br[C:2]1[C:11]2[CH2:10][CH2:9][CH2:8][CH:7]([NH:12][C:13](=[O:16])[CH2:14][CH3:15])[C:6]=2[CH:5]=[N:4][CH:3]=1.[F:17][C:18]([F:29])([F:28])[C:19]1[CH:24]=[CH:23][C:22](B(O)O)=[CH:21][CH:20]=1, predict the reaction product. The product is: [F:17][C:18]([F:29])([F:28])[C:19]1[CH:24]=[CH:23][C:22]([C:2]2[C:11]3[CH2:10][CH2:9][CH2:8][CH:7]([NH:12][C:13](=[O:16])[CH2:14][CH3:15])[C:6]=3[CH:5]=[N:4][CH:3]=2)=[CH:21][CH:20]=1. (2) Given the reactants [OH:1][C:2]1[C:11]([N+:12]([O-:14])=[O:13])=[CH:10][CH:9]=[CH:8][C:3]=1[C:4]([O:6][CH3:7])=[O:5].[C:15]([O-])([O-])=O.[K+].[K+].IC.O, predict the reaction product. The product is: [CH3:15][O:1][C:2]1[C:11]([N+:12]([O-:14])=[O:13])=[CH:10][CH:9]=[CH:8][C:3]=1[C:4]([O:6][CH3:7])=[O:5]. (3) Given the reactants [CH3:1][O:2][C:3](=[O:17])[C:4]1[CH:12]=[C:11]([N+:13]([O-:15])=[O:14])[C:7]([C:8]([OH:10])=[O:9])=[C:6]([Br:16])[CH:5]=1.[N+](=[CH2:20])=[N-], predict the reaction product. The product is: [Br:16][C:6]1[CH:5]=[C:4]([C:3]([O:2][CH3:1])=[O:17])[CH:12]=[C:11]([N+:13]([O-:15])=[O:14])[C:7]=1[C:8]([O:10][CH3:20])=[O:9]. (4) Given the reactants [NH2:1][C:2]1[N:3]=[CH:4][C:5]([C:15]2[CH:20]=[CH:19][C:18]([OH:21])=[CH:17][CH:16]=2)=[N:6][C:7]=1[CH2:8][C:9]1[CH:14]=[CH:13][CH:12]=[CH:11][CH:10]=1.[Na+].O=[C:24]([CH2:28][CH2:29][CH2:30][CH3:31])[C:25]([O-:27])=[O:26], predict the reaction product. The product is: [CH2:8]([C:7]1[C:2]([NH:1][CH:24]([CH2:28][CH2:29][CH2:30][CH3:31])[C:25]([OH:27])=[O:26])=[N:3][CH:4]=[C:5]([C:15]2[CH:16]=[CH:17][C:18]([OH:21])=[CH:19][CH:20]=2)[N:6]=1)[C:9]1[CH:10]=[CH:11][CH:12]=[CH:13][CH:14]=1. (5) Given the reactants [OH:1][C:2]1[CH:9]=[CH:8][C:5]([CH:6]=O)=[CH:4][CH:3]=1.[NH:10]1[CH2:16][C:14](=[O:15])[NH:13][C:11]1=[O:12].O.N, predict the reaction product. The product is: [OH:1][C:2]1[CH:9]=[CH:8][C:5]([CH:6]=[C:16]2[NH:10][C:11](=[O:12])[NH:13][C:14]2=[O:15])=[CH:4][CH:3]=1. (6) Given the reactants [CH3:1][C:2]([S:5]([NH2:7])=[O:6])([CH3:4])[CH3:3].[Br:8][C:9]1[CH:10]=[C:11]2[C:21](=[CH:22][CH:23]=1)[O:20][C:14]1([CH2:19][CH2:18][CH2:17][CH2:16][CH2:15]1)[CH2:13][C:12]2=O, predict the reaction product. The product is: [Br:8][C:9]1[CH:10]=[C:11]2[C:21](=[CH:22][CH:23]=1)[O:20][C:14]1([CH2:15][CH2:16][CH2:17][CH2:18][CH2:19]1)[CH2:13]/[C:12]/2=[N:7]\[S:5]([C:2]([CH3:4])([CH3:3])[CH3:1])=[O:6]. (7) Given the reactants [NH2:1][CH:2]1[C:10]2[C:5](=[CH:6][C:7]([CH2:11][N:12]3[CH:16]=[C:15]([CH2:17][OH:18])[C:14]([C:19]([F:22])([F:21])[F:20])=[N:13]3)=[CH:8][CH:9]=2)[CH2:4][CH2:3]1.C(N(CC)CC)C.[CH3:30][N:31]1[CH:35]=[C:34]([S:36](Cl)(=[O:38])=[O:37])[C:33]([C:40]([F:43])([F:42])[F:41])=[N:32]1, predict the reaction product. The product is: [OH:18][CH2:17][C:15]1[C:14]([C:19]([F:22])([F:21])[F:20])=[N:13][N:12]([CH2:11][C:7]2[CH:6]=[C:5]3[C:10](=[CH:9][CH:8]=2)[CH:2]([NH:1][S:36]([C:34]2[C:33]([C:40]([F:43])([F:41])[F:42])=[N:32][N:31]([CH3:30])[CH:35]=2)(=[O:38])=[O:37])[CH2:3][CH2:4]3)[CH:16]=1. (8) Given the reactants [CH3:1][C:2]([N:6]1[CH:10]=[C:9]([N+:11]([O-:13])=[O:12])[N:8]=[CH:7]1)([CH3:5])[CH:3]=O.[CH3:14][C:15]([CH3:19])([CH3:18])[CH2:16][NH2:17], predict the reaction product. The product is: [CH3:14][C:15]([CH3:19])([CH3:18])[CH2:16][NH:17][CH2:3][C:2]([CH3:1])([N:6]1[CH:10]=[C:9]([N+:11]([O-:13])=[O:12])[N:8]=[CH:7]1)[CH3:5].